This data is from Forward reaction prediction with 1.9M reactions from USPTO patents (1976-2016). The task is: Predict the product of the given reaction. Given the reactants C[Al](C)C.[CH2:5]([O:12][CH2:13][CH2:14][NH:15][C:16]1[N:21]=[C:20]([O:22][CH3:23])[C:19]([NH2:24])=[C:18]([O:25][CH3:26])[N:17]=1)[C:6]1[CH:11]=[CH:10][CH:9]=[CH:8][CH:7]=1.[CH3:27][C:28]1[CH:43]=[CH:42][C:41]([Si:44]([CH3:47])([CH3:46])[CH3:45])=[CH:40][C:29]=1[O:30][C:31]1[O:35][C:34]([C:36](OC)=[O:37])=[CH:33][CH:32]=1.C([O-])(=O)C.[NH4+], predict the reaction product. The product is: [CH2:5]([O:12][CH2:13][CH2:14][NH:15][C:16]1[N:17]=[C:18]([O:25][CH3:26])[C:19]([NH:24][C:36]([C:34]2[O:35][C:31]([O:30][C:29]3[CH:40]=[C:41]([Si:44]([CH3:47])([CH3:46])[CH3:45])[CH:42]=[CH:43][C:28]=3[CH3:27])=[CH:32][CH:33]=2)=[O:37])=[C:20]([O:22][CH3:23])[N:21]=1)[C:6]1[CH:11]=[CH:10][CH:9]=[CH:8][CH:7]=1.